This data is from Forward reaction prediction with 1.9M reactions from USPTO patents (1976-2016). The task is: Predict the product of the given reaction. Given the reactants [F:1][C:2]([F:43])([CH3:42])[C:3]([NH:5][C@@H:6]([CH3:41])[C@@H:7]([C:31]1[CH:40]=[CH:39][C:34]2[O:35][CH2:36][CH2:37][O:38][C:33]=2[CH:32]=1)[O:8][C:9]1[CH:10]=[C:11]2[C:15](=[CH:16][CH:17]=1)[N:14]([C:18]1[CH:19]=[C:20]([CH:28]=[CH:29][CH:30]=1)[C:21]([O:23]CC(C)C)=[O:22])[N:13]=[CH:12]2)=[O:4].[OH-].[Na+].Cl, predict the reaction product. The product is: [F:43][C:2]([F:1])([CH3:42])[C:3]([NH:5][C@@H:6]([CH3:41])[C@@H:7]([C:31]1[CH:40]=[CH:39][C:34]2[O:35][CH2:36][CH2:37][O:38][C:33]=2[CH:32]=1)[O:8][C:9]1[CH:10]=[C:11]2[C:15](=[CH:16][CH:17]=1)[N:14]([C:18]1[CH:19]=[C:20]([CH:28]=[CH:29][CH:30]=1)[C:21]([OH:23])=[O:22])[N:13]=[CH:12]2)=[O:4].